Dataset: Reaction yield outcomes from USPTO patents with 853,638 reactions. Task: Predict the reaction yield, written as a fraction of the theoretical maximum amount of product (1.0 means a 100% yield; for example, 0.34 means a 34% yield). (1) The reactants are [C:1]([N:4]1[C:12]2[C:7](=[CH:8][CH:9]=[CH:10][CH:11]=2)[CH2:6][C:5]1=O)(=[O:3])[CH3:2].I[CH3:15].[C:16](=[O:19])([O-])[O-].[K+].[K+]. The catalyst is CS(C)=O.O. The product is [C:1]([N:4]1[C:12]2[C:7](=[CH:8][CH:9]=[CH:10][CH:11]=2)[C:6]([CH3:15])([CH3:5])[C:16]1=[O:19])(=[O:3])[CH3:2]. The yield is 0.840. (2) The reactants are [C:1]([O:5][C:6]([C@@H:8]([CH2:13][C:14]1[CH:24]=[CH:23][C:17]2[O:18][C:19]([F:22])([F:21])[O:20][C:16]=2[CH:15]=1)[C:9]([O:11]C)=[O:10])=[O:7])([CH3:4])([CH3:3])[CH3:2].[Li+].[OH-]. The catalyst is C1COCC1. The product is [C:1]([O:5][C:6]([C@@H:8]([CH2:13][C:14]1[CH:24]=[CH:23][C:17]2[O:18][C:19]([F:21])([F:22])[O:20][C:16]=2[CH:15]=1)[C:9]([OH:11])=[O:10])=[O:7])([CH3:4])([CH3:2])[CH3:3]. The yield is 0.980.